From a dataset of Peptide-MHC class II binding affinity with 134,281 pairs from IEDB. Regression. Given a peptide amino acid sequence and an MHC pseudo amino acid sequence, predict their binding affinity value. This is MHC class II binding data. (1) The peptide sequence is VGKMYFNLIDTKC. The MHC is DRB1_0101 with pseudo-sequence DRB1_0101. The binding affinity (normalized) is 0.233. (2) The peptide sequence is AWASACGGTGKNTIV. The MHC is DRB4_0101 with pseudo-sequence DRB4_0103. The binding affinity (normalized) is 0. (3) The peptide sequence is HGITDVRPLYSRRLPKGVKH. The MHC is DRB1_1104 with pseudo-sequence DRB1_1104. The binding affinity (normalized) is 0.139. (4) The peptide sequence is VCGMFTNRSGSQQWR. The MHC is HLA-DQA10301-DQB10302 with pseudo-sequence HLA-DQA10301-DQB10302. The binding affinity (normalized) is 0.